From a dataset of hERG Central: cardiac toxicity at 1µM, 10µM, and general inhibition. Predict hERG channel inhibition at various concentrations. (1) The compound is CCOc1ccccc1NC(=O)N1CCC(c2nc3ccc(C)cc3[nH]2)CC1. Results: hERG_inhib (hERG inhibition (general)): blocker. (2) The molecule is Cc1ccc2nc(C)cc(Nc3ccc4c(c3)OCCO4)c2c1.Cl. Results: hERG_inhib (hERG inhibition (general)): blocker. (3) The drug is Cc1cc(C)nc(/N=C(\N)Nc2ccc(-c3ccccc3)cc2)n1. Results: hERG_inhib (hERG inhibition (general)): blocker. (4) The compound is N#Cc1ccc(NCC(=O)N2CCN(S(=O)(=O)c3ccccc3)CC2)cc1. Results: hERG_inhib (hERG inhibition (general)): blocker.